The task is: Predict the reaction yield, written as a fraction of the theoretical maximum amount of product (1.0 means a 100% yield; for example, 0.34 means a 34% yield).. This data is from Reaction yield outcomes from USPTO patents with 853,638 reactions. (1) The reactants are [NH2:1][C:2]([CH3:7])([CH3:6])[C:3]([OH:5])=[O:4].[OH-].[Na+].[Cl:10][CH2:11][C:12](Cl)=[O:13].Cl. The catalyst is O. The product is [Cl:10][CH2:11][C:12]([NH:1][C:2]([CH3:7])([CH3:6])[C:3]([OH:5])=[O:4])=[O:13]. The yield is 0.620. (2) The reactants are Cl[C:2]1[C:7]([C:8]#[N:9])=[CH:6][CH:5]=[CH:4][N:3]=1.C([O-])([O-])=O.[Cs+].[Cs+].[C:16]([O:20][CH2:21][CH3:22])(=[O:19])[CH2:17][OH:18].CN1C(=O)CCC1. The catalyst is CCOCC.O. The product is [CH2:21]([O:20][C:16]([C:17]1[O:18][C:2]2=[N:3][CH:4]=[CH:5][CH:6]=[C:7]2[C:8]=1[NH2:9])=[O:19])[CH3:22]. The yield is 0.400. (3) The reactants are [C:1]([N:4]1[C:13]2[C:8](=[CH:9][C:10]([C:14]([NH:16][CH2:17][CH2:18][O:19][Si](C(C)(C)C)(C)C)=[O:15])=[CH:11][CH:12]=2)[C@H:7]([NH:27][C:28]2[N:33]=[C:32]([CH3:34])[C:31]([F:35])=[CH:30][N:29]=2)[C@@H:6]([CH3:36])[C@@H:5]1[CH2:37][CH3:38])(=[O:3])[CH3:2].CCCC[N+](CCCC)(CCCC)CCCC.[F-]. The catalyst is C1COCC1. The product is [C:1]([N:4]1[C:13]2[C:8](=[CH:9][C:10]([C:14]([NH:16][CH2:17][CH2:18][OH:19])=[O:15])=[CH:11][CH:12]=2)[C@H:7]([NH:27][C:28]2[N:33]=[C:32]([CH3:34])[C:31]([F:35])=[CH:30][N:29]=2)[C@@H:6]([CH3:36])[C@@H:5]1[CH2:37][CH3:38])(=[O:3])[CH3:2]. The yield is 0.820. (4) The reactants are [Cl:1][C:2]1[CH:3]=[C:4]([C:32]2[CH:37]=[CH:36][C:35]([C:38](O)=[O:39])=[CH:34][CH:33]=2)[CH:5]=[CH:6][C:7]=1[CH2:8][CH:9]1[CH2:13][CH2:12][N:11]([N:14]2[CH2:19][CH2:18][CH:17]([O:20][Si:21]([CH:28]([CH3:30])[CH3:29])([CH:25]([CH3:27])[CH3:26])[CH:22]([CH3:24])[CH3:23])[CH2:16][CH2:15]2)[C:10]1=[O:31].C(N1C=CN=C1)(N1C=CN=C1)=O.Cl.[F:54][C:55]1([F:61])[CH2:60][CH2:59][NH:58][CH2:57][CH2:56]1.C(N(C(C)C)CC)(C)C. The catalyst is C(Cl)Cl.C(OCC)(=O)C. The product is [Cl:1][C:2]1[CH:3]=[C:4]([C:32]2[CH:37]=[CH:36][C:35]([C:38]([N:58]3[CH2:59][CH2:60][C:55]([F:61])([F:54])[CH2:56][CH2:57]3)=[O:39])=[CH:34][CH:33]=2)[CH:5]=[CH:6][C:7]=1[CH2:8][C@@H:9]1[CH2:13][CH2:12][N:11]([N:14]2[CH2:15][CH2:16][CH:17]([O:20][Si:21]([CH:25]([CH3:27])[CH3:26])([CH:28]([CH3:29])[CH3:30])[CH:22]([CH3:24])[CH3:23])[CH2:18][CH2:19]2)[C:10]1=[O:31]. The yield is 0.640. (5) The reactants are F[C:2]1[CH:7]=[C:6]([CH3:8])[C:5]([N+:9]([O-])=O)=[CH:4][N:3]=1.Cl.[CH:13]12[NH:19][CH:16]([CH2:17][CH2:18]1)[CH2:15][CH2:14]2.CCN(CC)CC. The catalyst is C(#N)C. The product is [CH:16]12[N:19]([C:2]3[N:3]=[CH:4][C:5]([NH2:9])=[C:6]([CH3:8])[CH:7]=3)[CH:13]([CH2:18][CH2:17]1)[CH2:14][CH2:15]2. The yield is 0.710. (6) The reactants are Br[C:2]1[CH:3]=[C:4]2[NH:10][N:9]=[N:8][C:5]2=[N:6][CH:7]=1.[N:11]1[CH:16]=[CH:15][C:14]([C:17]2[C:26]3[C:21](=[CH:22][CH:23]=[C:24]([Sn](C)(C)C)[CH:25]=3)[N:20]=[CH:19][CH:18]=2)=[CH:13][CH:12]=1. The yield is 0.140. The product is [N:11]1[CH:16]=[CH:15][C:14]([C:17]2[C:26]3[C:21](=[CH:22][CH:23]=[C:24]([C:2]4[CH:3]=[C:4]5[NH:10][N:9]=[N:8][C:5]5=[N:6][CH:7]=4)[CH:25]=3)[N:20]=[CH:19][CH:18]=2)=[CH:13][CH:12]=1. The catalyst is O1CCOCC1. (7) The reactants are C[O:2][C:3]([C:5]1([C:8]2[CH:9]=[CH:10][C:11]3[O:15][CH:14]=[N:13][C:12]=3[CH:16]=2)[CH2:7][CH2:6]1)=[O:4].[Al+3].[Cl-].[Cl-].[Cl-].O. The catalyst is CCS. The product is [O:15]1[C:11]2[CH:10]=[CH:9][C:8]([C:5]3([C:3]([OH:4])=[O:2])[CH2:7][CH2:6]3)=[CH:16][C:12]=2[N:13]=[CH:14]1. The yield is 0.110.